Task: Predict the product of the given reaction.. Dataset: Forward reaction prediction with 1.9M reactions from USPTO patents (1976-2016) (1) The product is: [CH2:1]([O:8][CH2:9][CH2:10][C:11]1[N:12]=[C:13]([C:16]2[CH:21]=[CH:20][CH:19]=[CH:18][CH:17]=2)[O:14][C:15]=1[CH2:22][CH2:23][CH3:24])[C:2]1[CH:3]=[CH:4][CH:5]=[CH:6][CH:7]=1. Given the reactants [CH2:1]([O:8][CH2:9][CH2:10][C:11]1[N:12]=[C:13]([C:16]2[CH:21]=[CH:20][CH:19]=[CH:18][CH:17]=2)[O:14][CH:15]=1)[C:2]1[CH:7]=[CH:6][CH:5]=[CH:4][CH:3]=1.[CH2:22]([Li])[CH2:23][CH2:24]C.C(I)CC, predict the reaction product. (2) Given the reactants [CH2:1]([N:8]([CH2:31][CH2:32][OH:33])[CH2:9][C@@H:10]([C:19]1[CH:20]=[CH:21][C:22]([Cl:30])=[C:23]([NH:25][S:26]([CH3:29])(=[O:28])=[O:27])[CH:24]=1)[O:11][Si:12]([CH2:17][CH3:18])([CH2:15][CH3:16])[CH2:13][CH3:14])[C:2]1[CH:7]=[CH:6][CH:5]=[CH:4][CH:3]=1.C(N(CC)CC)C.[CH3:41][C:42]([O:45][C:46](O[C:46]([O:45][C:42]([CH3:44])([CH3:43])[CH3:41])=[O:47])=[O:47])([CH3:44])[CH3:43], predict the reaction product. The product is: [CH2:1]([N:8]([CH2:31][CH2:32][OH:33])[CH2:9][C@@H:10]([C:19]1[CH:20]=[CH:21][C:22]([Cl:30])=[C:23]([N:25]([S:26]([CH3:29])(=[O:28])=[O:27])[C:46](=[O:47])[O:45][C:42]([CH3:44])([CH3:43])[CH3:41])[CH:24]=1)[O:11][Si:12]([CH2:13][CH3:14])([CH2:15][CH3:16])[CH2:17][CH3:18])[C:2]1[CH:7]=[CH:6][CH:5]=[CH:4][CH:3]=1.